Dataset: Catalyst prediction with 721,799 reactions and 888 catalyst types from USPTO. Task: Predict which catalyst facilitates the given reaction. (1) Reactant: [NH2:1][C:2]([C:4]1[CH:5]=[N:6][C:7]2[C:12]([C:13]=1[NH:14][C:15]1[CH:16]=[C:17]([CH:23]=[CH:24][CH:25]=1)[C:18]([O:20]CC)=[O:19])=[CH:11][CH:10]=[C:9]([C:26]1[CH:27]=[N:28][C:29]3[C:34]([CH:35]=1)=[CH:33][CH:32]=[CH:31][CH:30]=3)[CH:8]=2)=[O:3].[OH-].[Na+]. Product: [NH2:1][C:2]([C:4]1[CH:5]=[N:6][C:7]2[C:12]([C:13]=1[NH:14][C:15]1[CH:16]=[C:17]([CH:23]=[CH:24][CH:25]=1)[C:18]([OH:20])=[O:19])=[CH:11][CH:10]=[C:9]([C:26]1[CH:27]=[N:28][C:29]3[C:34]([CH:35]=1)=[CH:33][CH:32]=[CH:31][CH:30]=3)[CH:8]=2)=[O:3]. The catalyst class is: 8. (2) Reactant: [Br:1][C:2]1[CH:3]=[CH:4][C:5]([NH:8][NH2:9])=[N:6][CH:7]=1.[CH:10]1([C:13](Cl)=O)[CH2:12][CH2:11]1. Product: [Br:1][C:2]1[CH:3]=[CH:4][C:5]2[N:6]([C:13]([CH:10]3[CH2:12][CH2:11]3)=[N:9][N:8]=2)[CH:7]=1. The catalyst class is: 22.